This data is from Full USPTO retrosynthesis dataset with 1.9M reactions from patents (1976-2016). The task is: Predict the reactants needed to synthesize the given product. Given the product [Cl:38][C:27]1[CH:28]=[C:29]([C:32]2[CH:33]=[CH:34][CH:35]=[CH:36][CH:37]=2)[CH:30]=[CH:31][C:26]=1[CH2:25][N:6]1[C:5]2[CH:7]=[C:8]([O:12][CH2:13][C:14]3[CH:23]=[CH:22][CH:21]=[CH:20][C:15]=3[C:16]([O:18][CH3:19])=[O:17])[CH:9]=[C:10]([CH3:11])[C:4]=2[N:3]=[C:2]1[CH3:1], predict the reactants needed to synthesize it. The reactants are: [CH3:1][C:2]1[NH:6][C:5]2[CH:7]=[C:8]([O:12][CH2:13][C:14]3[CH:23]=[CH:22][CH:21]=[CH:20][C:15]=3[C:16]([O:18][CH3:19])=[O:17])[CH:9]=[C:10]([CH3:11])[C:4]=2[N:3]=1.Br[CH2:25][C:26]1[CH:31]=[CH:30][C:29]([C:32]2[CH:37]=[CH:36][CH:35]=[CH:34][CH:33]=2)=[CH:28][C:27]=1[Cl:38].C(=O)([O-])[O-].[K+].[K+].